Task: Predict the reactants needed to synthesize the given product.. Dataset: Full USPTO retrosynthesis dataset with 1.9M reactions from patents (1976-2016) (1) Given the product [CH3:46][Si:47]([C:50]#[C:51][C:2]1[CH:7]=[CH:6][C:5]([O:8][CH2:9][C:10]([O:12][CH2:13][CH3:14])=[O:11])=[CH:4][C:3]=1[O:15][CH2:16][C:17]([O:19][CH2:20][CH3:21])=[O:18])([CH3:49])[CH3:48], predict the reactants needed to synthesize it. The reactants are: Br[C:2]1[CH:7]=[CH:6][C:5]([O:8][CH2:9][C:10]([O:12][CH2:13][CH3:14])=[O:11])=[CH:4][C:3]=1[O:15][CH2:16][C:17]([O:19][CH2:20][CH3:21])=[O:18].C(NCC)C.C1C=CC(P(C2C=CC=CC=2)C2C=CC=CC=2)=CC=1.[CH3:46][Si:47]([C:50]#[CH:51])([CH3:49])[CH3:48]. (2) Given the product [CH3:17][O:18][C:2]1[N:9]=[C:8]([C:10]2[CH:15]=[CH:14][CH:13]=[CH:12][CH:11]=2)[CH:7]=[C:6]([CH3:16])[C:3]=1[C:4]#[N:5], predict the reactants needed to synthesize it. The reactants are: Cl[C:2]1[N:9]=[C:8]([C:10]2[CH:15]=[CH:14][CH:13]=[CH:12][CH:11]=2)[CH:7]=[C:6]([CH3:16])[C:3]=1[C:4]#[N:5].[CH3:17][O-:18].[Na+].O.Cl. (3) Given the product [NH2:29][C:24]1[CH:25]=[CH:26][CH:27]=[CH:28][C:23]=1[S:20]([NH:19][C:16]1[CH:17]=[CH:18][C:9]([O:8][CH2:1][C:2]2[CH:3]=[CH:4][CH:5]=[CH:6][CH:7]=2)=[C:10]2[C:15]=1[N:14]=[CH:13][CH:12]=[CH:11]2)(=[O:21])=[O:22], predict the reactants needed to synthesize it. The reactants are: [CH2:1]([O:8][C:9]1[CH:18]=[CH:17][C:16]([NH:19][S:20]([C:23]2[CH:28]=[CH:27][CH:26]=[CH:25][C:24]=2[N+:29]([O-])=O)(=[O:22])=[O:21])=[C:15]2[C:10]=1[CH:11]=[CH:12][CH:13]=[N:14]2)[C:2]1[CH:7]=[CH:6][CH:5]=[CH:4][CH:3]=1.Cl[Sn]Cl. (4) Given the product [ClH:32].[ClH:32].[CH:1]1([CH2:4][NH:5][C@@H:13]2[CH2:15][C@H:14]2[C:16]2[CH:21]=[C:20]([CH:19]=[CH:18][C:17]=2[CH3:31])[C:22]([NH:23][C:24]2[S:25][C:26]([CH3:29])=[N:27][N:28]=2)=[O:30])[CH2:3][CH2:2]1, predict the reactants needed to synthesize it. The reactants are: [CH:1]1([CH2:4][N:5]([C@@H:13]2[CH2:15][C@H:14]2[C:16]2[CH:21]=[C:20]([C:22](=[O:30])[NH:23][C:24]3[S:25][C:26]([CH3:29])=[N:27][N:28]=3)[CH:19]=[CH:18][C:17]=2[CH3:31])C(=O)OC(C)(C)C)[CH2:3][CH2:2]1.[ClH:32].CO. (5) The reactants are: [CH3:1][C:2]([C:5]1[N:10]=[CH:9][C:8]([OH:11])=[CH:7][CH:6]=1)([CH3:4])[CH3:3].[Br:12]Br. Given the product [Br:12][C:9]1[C:8]([OH:11])=[CH:7][CH:6]=[C:5]([C:2]([CH3:1])([CH3:3])[CH3:4])[N:10]=1, predict the reactants needed to synthesize it. (6) Given the product [NH2:1][C:2]1[CH:3]=[C:4]([CH:8]=[CH:9][C:10]=1[O:11][CH3:12])[C:5]([NH:13][C:14]1[CH:19]=[CH:18][CH:17]=[CH:16][CH:15]=1)=[O:7], predict the reactants needed to synthesize it. The reactants are: [NH2:1][C:2]1[CH:3]=[C:4]([CH:8]=[CH:9][C:10]=1[O:11][CH3:12])[C:5]([OH:7])=O.[NH2:13][C:14]1[CH:19]=[CH:18][CH:17]=[CH:16][CH:15]=1.